This data is from Catalyst prediction with 721,799 reactions and 888 catalyst types from USPTO. The task is: Predict which catalyst facilitates the given reaction. Reactant: [C:1]([O:5][C:6]([NH:8][C:9]([CH3:15])([CH3:14])[CH2:10][C:11]([OH:13])=O)=[O:7])([CH3:4])([CH3:3])[CH3:2].C(N1C=CN=C1)(N1C=CN=C1)=O.[F:28][C:29]1[CH:50]=[CH:49][CH:48]=[C:47]([F:51])[C:30]=1[CH2:31][O:32][C:33]1[C:34]2[N:35]([C:40]([C:44](=[O:46])[CH3:45])=[C:41]([CH3:43])[N:42]=2)[CH:36]=[C:37]([CH3:39])[CH:38]=1.C[Si](C)(C)[N-][Si](C)(C)C.[Li+]. Product: [F:28][C:29]1[CH:50]=[CH:49][CH:48]=[C:47]([F:51])[C:30]=1[CH2:31][O:32][C:33]1[C:34]2[N:35]([C:40]([C:44](=[O:46])[CH2:45][C:11](=[O:13])[CH2:10][C:9]([NH:8][C:6](=[O:7])[O:5][C:1]([CH3:2])([CH3:3])[CH3:4])([CH3:15])[CH3:14])=[C:41]([CH3:43])[N:42]=2)[CH:36]=[C:37]([CH3:39])[CH:38]=1. The catalyst class is: 1.